This data is from Cav3 T-type calcium channel HTS with 100,875 compounds. The task is: Binary Classification. Given a drug SMILES string, predict its activity (active/inactive) in a high-throughput screening assay against a specified biological target. (1) The drug is OC1=C(C(N(CCc2cc(OC)c(OC)cc2)C1=O)c1c(OC)ccc(OC)c1)C(=O)C. The result is 0 (inactive). (2) The drug is Clc1c(S(=O)(=O)NCC2OCCC2)cc(cc1)C(O)=O. The result is 0 (inactive). (3) The compound is S(=O)(=O)(N1CC(CCC1)C(=O)Nc1cc(c(cc1)C)C)c1[nH]cnc1. The result is 0 (inactive). (4) The drug is O=C1c2c(nc3n(c2)c2c(n3)cccc2)CCC1. The result is 0 (inactive). (5) The compound is S(=O)(=O)(NCCCC(O)=O)c1cc2c(cc1)cccc2. The result is 0 (inactive).